From a dataset of Peptide-MHC class I binding affinity with 185,985 pairs from IEDB/IMGT. Regression. Given a peptide amino acid sequence and an MHC pseudo amino acid sequence, predict their binding affinity value. This is MHC class I binding data. (1) The peptide sequence is LRIVIYIVQML. The MHC is Mamu-B08 with pseudo-sequence Mamu-B08. The binding affinity (normalized) is 0.266. (2) The peptide sequence is ILLSRCLWWT. The MHC is HLA-A02:02 with pseudo-sequence HLA-A02:02. The binding affinity (normalized) is 0.218. (3) The peptide sequence is TTIEDILPK. The MHC is HLA-B40:01 with pseudo-sequence HLA-B40:01. The binding affinity (normalized) is 0.0847. (4) The peptide sequence is FLMAYANQIH. The MHC is HLA-A03:01 with pseudo-sequence HLA-A03:01. The binding affinity (normalized) is 0.116. (5) The peptide sequence is WPISAILWF. The MHC is HLA-A03:01 with pseudo-sequence HLA-A03:01. The binding affinity (normalized) is 0. (6) The peptide sequence is VEGEGLHKL. The MHC is HLA-B44:02 with pseudo-sequence HLA-B44:02. The binding affinity (normalized) is 0.0847. (7) The peptide sequence is FYRNISDPL. The MHC is HLA-B39:01 with pseudo-sequence HLA-B39:01. The binding affinity (normalized) is 0.341. (8) The peptide sequence is RTAFGGKYM. The MHC is HLA-B15:01 with pseudo-sequence HLA-B15:01. The binding affinity (normalized) is 0.399. (9) The peptide sequence is KYMDNELVY. The MHC is HLA-A68:02 with pseudo-sequence HLA-A68:02. The binding affinity (normalized) is 0.0847.